This data is from Full USPTO retrosynthesis dataset with 1.9M reactions from patents (1976-2016). The task is: Predict the reactants needed to synthesize the given product. Given the product [CH2:3]1[C:4]2[C:9](=[CH:8][CH:7]=[CH:6][CH:5]=2)[CH2:1][CH:2]1[CH2:10][C:11]([O:13][CH3:18])=[O:12], predict the reactants needed to synthesize it. The reactants are: [CH2:1]1[C:9]2[C:4](=[CH:5][CH:6]=[CH:7][CH:8]=2)[CH2:3][CH:2]1[CH2:10][C:11]([OH:13])=[O:12].S(Cl)(Cl)=O.[CH3:18]O.